From a dataset of Full USPTO retrosynthesis dataset with 1.9M reactions from patents (1976-2016). Predict the reactants needed to synthesize the given product. (1) Given the product [N+:2]([C:5]1[CH:6]=[CH:7][C:8]([C:11]2[S:15][C:14]([CH:16]3[CH2:21][CH2:20][N:19]([CH:23]([CH3:31])[C:24]([O:26][C:27]([CH3:30])([CH3:29])[CH3:28])=[O:25])[CH2:18][CH2:17]3)=[N:13][CH:12]=2)=[CH:9][CH:10]=1)([O-:4])=[O:3], predict the reactants needed to synthesize it. The reactants are: Cl.[N+:2]([C:5]1[CH:10]=[CH:9][C:8]([C:11]2[S:15][C:14]([CH:16]3[CH2:21][CH2:20][NH:19][CH2:18][CH2:17]3)=[N:13][CH:12]=2)=[CH:7][CH:6]=1)([O-:4])=[O:3].Br[CH:23]([CH3:31])[C:24]([O:26][C:27]([CH3:30])([CH3:29])[CH3:28])=[O:25].C(=O)([O-])[O-].[K+].[K+].O. (2) The reactants are: FC(F)(F)C(O)=O.[NH2:8][C@H:9]([C:19]1[C:24]([C:25]2[CH:26]=[CH:27][C:28]([F:34])=[C:29]([CH:33]=2)[C:30]([NH2:32])=[O:31])=[CH:23][CH:22]=[CH:21][N:20]=1)[CH2:10][C:11]1[CH:16]=[C:15]([F:17])[CH:14]=[C:13]([F:18])[CH:12]=1.[F:35][C:36]([F:50])([F:49])[C:37]1[N:41]([CH2:42][C:43](O)=[O:44])[N:40]=[C:39]2[CH2:46][CH2:47][CH2:48][C:38]=12. Given the product [F:17][C:15]1[CH:16]=[C:11]([CH2:10][C@@H:9]([C:19]2[C:24]([C:25]3[CH:26]=[CH:27][C:28]([F:34])=[C:29]([CH:33]=3)[C:30]([NH2:32])=[O:31])=[CH:23][CH:22]=[CH:21][N:20]=2)[NH:8][C:43](=[O:44])[CH2:42][N:41]2[C:37]([C:36]([F:49])([F:35])[F:50])=[C:38]3[CH2:48][CH2:47][CH2:46][C:39]3=[N:40]2)[CH:12]=[C:13]([F:18])[CH:14]=1, predict the reactants needed to synthesize it. (3) The reactants are: [F:1][C:2]1[CH:7]=[C:6]([N+:8]([O-])=O)[CH:5]=[CH:4][C:3]=1[C:11]1[CH2:16][CH2:15][N:14]([C:17]([O:19][C:20]([CH3:23])([CH3:22])[CH3:21])=[O:18])[CH2:13][CH:12]=1. Given the product [NH2:8][C:6]1[CH:5]=[CH:4][C:3]([CH:11]2[CH2:16][CH2:15][N:14]([C:17]([O:19][C:20]([CH3:22])([CH3:21])[CH3:23])=[O:18])[CH2:13][CH2:12]2)=[C:2]([F:1])[CH:7]=1, predict the reactants needed to synthesize it. (4) Given the product [Cl:1][C:17]1[CH:18]=[C:23]([NH:22][C:19]2[C:18]3[C:23](=[CH:24][C:25]([O:26][CH2:4][C:5]4[N:6]=[C:7]([CH2:10][N:11]([CH3:13])[CH3:12])[S:8][CH:9]=4)=[C:16]([O:15][CH3:14])[CH:17]=3)[N:22]=[CH:21][N:20]=2)[CH:24]=[CH:25][C:16]=1[Cl:2], predict the reactants needed to synthesize it. The reactants are: [ClH:1].[ClH:2].Cl[CH2:4][C:5]1[N:6]=[C:7]([CH2:10][N:11]([CH3:13])[CH3:12])[S:8][CH:9]=1.[CH3:14][O:15][C:16]1[CH:17]=[C:18]2[C:23](=[CH:24][C:25]=1[OH:26])[N:22]=[CH:21][N:20]=[CH:19]2.C(=O)([O-])[O-].[K+].[K+]. (5) Given the product [O:20]1[CH:21]=[CH:22][CH:23]=[C:19]1[CH2:18][O:17][C:14]1[CH:15]=[CH:16][N:11]([CH2:10][CH2:9][C:6]2[CH:7]=[CH:8][C:3]([CH2:2][N:25]3[CH2:30][CH2:29][CH:28]([NH:31][C:32](=[O:34])[CH3:33])[CH2:27][CH2:26]3)=[CH:4][CH:5]=2)[C:12](=[O:24])[CH:13]=1, predict the reactants needed to synthesize it. The reactants are: Br[CH2:2][C:3]1[CH:8]=[CH:7][C:6]([CH2:9][CH2:10][N:11]2[CH:16]=[CH:15][C:14]([O:17][CH2:18][C:19]3[O:20][CH:21]=[CH:22][CH:23]=3)=[CH:13][C:12]2=[O:24])=[CH:5][CH:4]=1.[NH:25]1[CH2:30][CH2:29][CH:28]([NH:31][C:32](=[O:34])[CH3:33])[CH2:27][CH2:26]1. (6) Given the product [Br:19][C:8]1[C:9]([F:11])=[CH:10][C:2]([F:1])=[C:3]([CH:7]=1)[C:4]([OH:6])=[O:5], predict the reactants needed to synthesize it. The reactants are: [F:1][C:2]1[CH:10]=[C:9]([F:11])[CH:8]=[CH:7][C:3]=1[C:4]([OH:6])=[O:5].C1C(=O)N([Br:19])C(=O)C1.C(O)(C(F)(F)F)=O. (7) Given the product [C:30]([C:27]1[N:28]=[CH:29][C:24]([N:3]2[C:2](=[O:1])[C:6]3([CH2:9][CH2:8][CH2:7]3)[N:5]([C:10]3[CH:15]=[CH:14][C:13]([O:16][CH:17]4[CH2:22][CH2:21][N:20]([CH2:37][C:38]([O:40][CH2:41][CH3:42])=[O:39])[CH2:19][CH2:18]4)=[CH:12][CH:11]=3)[C:4]2=[S:23])=[CH:25][C:26]=1[C:32]([F:34])([F:33])[F:35])#[N:31], predict the reactants needed to synthesize it. The reactants are: [O:1]=[C:2]1[C:6]2([CH2:9][CH2:8][CH2:7]2)[N:5]([C:10]2[CH:15]=[CH:14][C:13]([O:16][CH:17]3[CH2:22][CH2:21][NH:20][CH2:19][CH2:18]3)=[CH:12][CH:11]=2)[C:4](=[S:23])[N:3]1[C:24]1[CH:25]=[C:26]([C:32]([F:35])([F:34])[F:33])[C:27]([C:30]#[N:31])=[N:28][CH:29]=1.Br[CH2:37][C:38]([O:40][CH2:41][CH3:42])=[O:39]. (8) Given the product [C:1]([C:5]1[CH:10]=[CH:9][C:8]([C:23]#[C:22][C@@H:21]2[N:17]([CH2:16][C:15]3[CH:25]=[CH:26][C:27]([O:29][CH3:30])=[CH:28][C:14]=3[O:13][CH3:12])[C:18](=[O:24])[CH2:19][CH2:20]2)=[CH:7][CH:6]=1)([CH3:4])([CH3:3])[CH3:2], predict the reactants needed to synthesize it. The reactants are: [C:1]([C:5]1[CH:10]=[CH:9][C:8](I)=[CH:7][CH:6]=1)([CH3:4])([CH3:3])[CH3:2].[CH3:12][O:13][C:14]1[CH:28]=[C:27]([O:29][CH3:30])[CH:26]=[CH:25][C:15]=1[CH2:16][N:17]1[C@@H:21]([C:22]#[CH:23])[CH2:20][CH2:19][C:18]1=[O:24].O. (9) Given the product [N:34]1[CH:35]=[CH:36][CH:37]=[CH:38][C:33]=1[CH2:32][CH2:31][N:3]1[C:4]2[C:9](=[CH:8][C:7]([NH:12][C:13]([C:15]3[C:16]([C:21]4[CH:22]=[CH:23][C:24]([C:27]([F:30])([F:28])[F:29])=[CH:25][CH:26]=4)=[CH:17][CH:18]=[CH:19][CH:20]=3)=[O:14])=[CH:6][CH:5]=2)[CH2:10][CH2:11][CH2:2]1, predict the reactants needed to synthesize it. The reactants are: O=[C:2]1[CH2:11][CH2:10][C:9]2[C:4](=[CH:5][CH:6]=[C:7]([NH:12][C:13]([C:15]3[C:16]([C:21]4[CH:26]=[CH:25][C:24]([C:27]([F:30])([F:29])[F:28])=[CH:23][CH:22]=4)=[CH:17][CH:18]=[CH:19][CH:20]=3)=[O:14])[CH:8]=2)[N:3]1[CH2:31][CH2:32][C:33]1[CH:38]=[CH:37][CH:36]=[CH:35][N:34]=1.[H-].[Al+3].[Li+].[H-].[H-].[H-].C(OCC)(=O)C.O. (10) Given the product [CH2:31]([NH:30][S:29]([C:26]1[CH:27]=[CH:28][C:20]([N:35]2[CH2:40][CH2:39][O:38][CH2:37][CH2:36]2)=[C:21]([CH:25]=1)[C:22]([OH:24])=[O:23])(=[O:34])=[O:33])[CH3:32], predict the reactants needed to synthesize it. The reactants are: CS(C1C=CC(N2CCCC2)=C(C=1)C(O)=O)(=O)=O.Cl[C:20]1[CH:28]=[CH:27][C:26]([S:29](=[O:34])(=[O:33])[NH:30][CH2:31][CH3:32])=[CH:25][C:21]=1[C:22]([OH:24])=[O:23].[NH:35]1[CH2:40][CH2:39][O:38][CH2:37][CH2:36]1.